This data is from Full USPTO retrosynthesis dataset with 1.9M reactions from patents (1976-2016). The task is: Predict the reactants needed to synthesize the given product. Given the product [NH2:8][C:9]1[C:14]([F:15])=[C:13]([C:16]2[CH:21]=[CH:20][C:19]([I:29])=[CH:18][CH:17]=2)[N:12]=[C:11]([C:23]([O:25][CH3:26])=[O:24])[C:10]=1[CH:27]=[CH2:28], predict the reactants needed to synthesize it. The reactants are: [B-](F)(F)(F)F.N#[O+].[NH2:8][C:9]1[C:14]([F:15])=[C:13]([C:16]2[CH:21]=[CH:20][C:19](N)=[CH:18][CH:17]=2)[N:12]=[C:11]([C:23]([O:25][CH3:26])=[O:24])[C:10]=1[CH:27]=[CH2:28].[I-:29].[Na+].S([O-])([O-])=O.[Na+].[Na+].